Dataset: Peptide-MHC class I binding affinity with 185,985 pairs from IEDB/IMGT. Task: Regression. Given a peptide amino acid sequence and an MHC pseudo amino acid sequence, predict their binding affinity value. This is MHC class I binding data. (1) The peptide sequence is WAPSVRLL. The MHC is Mamu-A01 with pseudo-sequence Mamu-A01. The binding affinity (normalized) is 0.533. (2) The peptide sequence is FRYNGLIHR. The MHC is Patr-A0901 with pseudo-sequence Patr-A0901. The binding affinity (normalized) is 0. (3) The peptide sequence is YHLGGIEGL. The MHC is HLA-B15:01 with pseudo-sequence HLA-B15:01. The binding affinity (normalized) is 0.0847. (4) The peptide sequence is LKFSLPFPFLYKFLL. The MHC is HLA-B15:01 with pseudo-sequence HLA-B15:01. The binding affinity (normalized) is 0.0678. (5) The peptide sequence is HLNPSRIRIT. The MHC is HLA-A02:01 with pseudo-sequence HLA-A02:01. The binding affinity (normalized) is 0.